This data is from Catalyst prediction with 721,799 reactions and 888 catalyst types from USPTO. The task is: Predict which catalyst facilitates the given reaction. (1) Reactant: [C:1]([C:5]1[O:9][N:8]=[C:7]([NH:10][C:11]([NH:13][C:14]2[CH:19]=[CH:18][CH:17]=[C:16]([S:20][C:21]3[C:30]4[C:25](=[CH:26][C:27]([O:35][CH3:36])=[C:28]([O:31][CH2:32][CH2:33]Cl)[CH:29]=4)[N:24]=[CH:23][N:22]=3)[CH:15]=2)=[O:12])[CH:6]=1)([CH3:4])([CH3:3])[CH3:2].[NH:37]1[CH2:42][CH2:41][S:40](=[O:44])(=[O:43])[CH2:39][CH2:38]1.CCN(C(C)C)C(C)C. Product: [C:1]([C:5]1[O:9][N:8]=[C:7]([NH:10][C:11]([NH:13][C:14]2[CH:19]=[CH:18][CH:17]=[C:16]([S:20][C:21]3[C:30]4[C:25](=[CH:26][C:27]([O:35][CH3:36])=[C:28]([O:31][CH2:32][CH2:33][N:37]5[CH2:42][CH2:41][S:40](=[O:44])(=[O:43])[CH2:39][CH2:38]5)[CH:29]=4)[N:24]=[CH:23][N:22]=3)[CH:15]=2)=[O:12])[CH:6]=1)([CH3:4])([CH3:3])[CH3:2]. The catalyst class is: 639. (2) Reactant: [CH:1]([N:4]1[C:8]([C:9]2[N:10]=[C:11]3[C:17]4[CH:18]=[CH:19][C:20]([CH:22]=[CH2:23])=[CH:21][C:16]=4[O:15][CH2:14][CH2:13][N:12]3[CH:24]=2)=[N:7][C:6]([CH3:25])=[N:5]1)([CH3:3])[CH3:2]. Product: [CH2:22]([C:20]1[CH:19]=[CH:18][C:17]2[C:11]3[N:12]([CH:24]=[C:9]([C:8]4[N:4]([CH:1]([CH3:2])[CH3:3])[N:5]=[C:6]([CH3:25])[N:7]=4)[N:10]=3)[CH2:13][CH2:14][O:15][C:16]=2[CH:21]=1)[CH3:23]. The catalyst class is: 8. (3) Reactant: [CH2:1]([O:3][CH:4]([O:15][CH2:16][CH3:17])[C:5]1[N:10]=[C:9]([CH3:11])[C:8]([C:12](Cl)=[O:13])=[CH:7][N:6]=1)[CH3:2].[N:18]1[CH:23]=[CH:22][CH:21]=[CH:20][C:19]=1[CH2:24][NH2:25].C(N(CC)CC)C. Product: [CH2:1]([O:3][CH:4]([O:15][CH2:16][CH3:17])[C:5]1[N:10]=[C:9]([CH3:11])[C:8]([C:12]([NH:25][CH2:24][C:19]2[CH:20]=[CH:21][CH:22]=[CH:23][N:18]=2)=[O:13])=[CH:7][N:6]=1)[CH3:2]. The catalyst class is: 4. (4) Reactant: [Br:1][C:2]1[CH:10]=[CH:9][C:5]([C:6]([OH:8])=O)=[CH:4][C:3]=1[O:11][CH2:12][CH3:13].CN(C=O)C.S(Cl)(Cl)=O.[F:23][C:24]([F:33])([F:32])[C:25]1[CH:30]=[CH:29][N:28]=[C:27]([NH2:31])[CH:26]=1. Product: [Br:1][C:2]1[CH:10]=[CH:9][C:5]([C:6]([NH:31][C:27]2[CH:26]=[C:25]([C:24]([F:32])([F:23])[F:33])[CH:30]=[CH:29][N:28]=2)=[O:8])=[CH:4][C:3]=1[O:11][CH2:12][CH3:13]. The catalyst class is: 64. (5) Reactant: Br[C:2]1[CH:7]=[CH:6][CH:5]=[CH:4][C:3]=1[F:8].[F:9][C:10]1[CH:17]=[CH:16][CH:15]=[CH:14][C:11]=1[CH:12]=[O:13].[Li]CCCC. Product: [F:8][C:3]1[CH:4]=[CH:5][CH:6]=[CH:7][C:2]=1[CH:12]([C:11]1[CH:14]=[CH:15][CH:16]=[CH:17][C:10]=1[F:9])[OH:13]. The catalyst class is: 1. (6) Reactant: Cl[C:2]1[N:7]=[C:6]([NH:8][C:9]2[CH:14]=[CH:13][CH:12]=[C:11]([N+:15]([O-:17])=[O:16])[CH:10]=2)[C:5]([F:18])=[CH:4][N:3]=1.[CH3:19][O:20][CH2:21][CH2:22][O:23][CH2:24][O:25][C:26]1[CH:32]=[CH:31][C:29]([NH2:30])=[CH:28][CH:27]=1.CCCCCC.C(OCC)(=O)C. Product: [F:18][C:5]1[C:6]([NH:8][C:9]2[CH:14]=[CH:13][CH:12]=[C:11]([N+:15]([O-:17])=[O:16])[CH:10]=2)=[N:7][C:2]([NH:30][C:29]2[CH:31]=[CH:32][C:26]([O:25][CH2:24][O:23][CH2:22][CH2:21][O:20][CH3:19])=[CH:27][CH:28]=2)=[N:3][CH:4]=1. The catalyst class is: 212. (7) Reactant: [C:1]1([CH:7]([OH:18])[C:8]#[C:9][CH2:10][O:11][CH:12]2[CH2:17][CH2:16][CH2:15][CH2:14][O:13]2)[CH:6]=[CH:5][CH:4]=[CH:3][CH:2]=1. Product: [C:1]1([C:7](=[O:18])[C:8]#[C:9][CH2:10][O:11][CH:12]2[CH2:17][CH2:16][CH2:15][CH2:14][O:13]2)[CH:2]=[CH:3][CH:4]=[CH:5][CH:6]=1. The catalyst class is: 2.